Dataset: Forward reaction prediction with 1.9M reactions from USPTO patents (1976-2016). Task: Predict the product of the given reaction. (1) Given the reactants [C:1]([OH:5])(=[O:4])[CH:2]=[CH2:3].[CH2:6]([OH:12])[CH2:7][O:8][CH2:9][CH2:10]O.[OH-].[K+].C1(C=CC(O)=CC=1)O, predict the reaction product. The product is: [C:1]([O:5][CH2:10][CH2:9][O:8][CH2:7][CH2:6][OH:12])(=[O:4])[CH:2]=[CH2:3]. (2) Given the reactants [C:1]([C:4]1[CH:27]=[CH:26][C:7]([O:8][CH2:9][C:10]2[CH:25]=[CH:24][C:13]([C:14]([C:16]3[CH:17]=[N:18][CH:19]=[C:20]([CH:23]=3)[C:21]#[N:22])=[O:15])=[CH:12][CH:11]=2)=[C:6]([CH2:28][CH2:29][CH3:30])[C:5]=1[OH:31])(=[O:3])[CH3:2].Cl, predict the reaction product. The product is: [C:1]([C:4]1[CH:27]=[CH:26][C:7]([O:8][CH2:9][C:10]2[CH:11]=[CH:12][C:13]([CH:14]([OH:15])[C:16]3[CH:17]=[N:18][CH:19]=[C:20]([CH:23]=3)[C:21]#[N:22])=[CH:24][CH:25]=2)=[C:6]([CH2:28][CH2:29][CH3:30])[C:5]=1[OH:31])(=[O:3])[CH3:2].